The task is: Regression. Given two drug SMILES strings and cell line genomic features, predict the synergy score measuring deviation from expected non-interaction effect.. This data is from NCI-60 drug combinations with 297,098 pairs across 59 cell lines. Drug 1: CC1=C2C(C(=O)C3(C(CC4C(C3C(C(C2(C)C)(CC1OC(=O)C(C(C5=CC=CC=C5)NC(=O)C6=CC=CC=C6)O)O)OC(=O)C7=CC=CC=C7)(CO4)OC(=O)C)O)C)OC(=O)C. Drug 2: CCN(CC)CCNC(=O)C1=C(NC(=C1C)C=C2C3=C(C=CC(=C3)F)NC2=O)C. Cell line: RXF 393. Synergy scores: CSS=12.0, Synergy_ZIP=1.88, Synergy_Bliss=-1.66, Synergy_Loewe=-11.7, Synergy_HSA=-4.76.